Dataset: Full USPTO retrosynthesis dataset with 1.9M reactions from patents (1976-2016). Task: Predict the reactants needed to synthesize the given product. (1) Given the product [CH3:3][C:4]1[C:12]2[C:7](=[CH:8][CH:9]=[CH:10][CH:11]=2)[NH:6][C:5]=1[CH2:13][NH:2][CH3:1], predict the reactants needed to synthesize it. The reactants are: [CH3:1][NH2:2].[CH3:3][C:4]1[C:12]2[C:7](=[CH:8][CH:9]=[CH:10][CH:11]=2)[NH:6][C:5]=1[CH:13]=O.[BH4-].[Na+].O. (2) Given the product [Cl:1][C:2]1[CH:7]=[C:6]([C:8]#[N:9])[CH:5]=[CH:4][C:3]=1[C:10]1[O:36][C:15]2[C:14]([C:12](=[O:13])[CH:11]=1)=[C:19]([O:20][CH3:21])[CH:18]=[C:17]([O:22][CH3:23])[C:16]=2[C@@H:24]1[CH2:28][CH2:27][N:26]([CH3:29])[C@H:25]1[CH2:30][OH:31], predict the reactants needed to synthesize it. The reactants are: [Cl:1][C:2]1[CH:7]=[C:6]([C:8]#[N:9])[CH:5]=[CH:4][C:3]=1[C:10](=[O:36])[CH2:11][C:12]([C:14]1[C:15](O)=[C:16]([CH:24]2[CH2:28][CH2:27][N:26]([CH3:29])[CH:25]2[CH2:30][O:31]C(=O)C)[C:17]([O:22][CH3:23])=[CH:18][C:19]=1[O:20][CH3:21])=[O:13].C([O-])(O)=O.[Na+]. (3) Given the product [CH3:24][C:25]1[CH:33]=[CH:32][CH:31]=[CH:30][C:26]=1[C:27]([N:1]1[CH2:6][CH2:5][CH:4]([N:7]2[CH2:8][CH2:9][CH:10]([N:13]3[C@@H:22]4[C@H:17]([CH2:18][CH2:19][CH2:20][CH2:21]4)[O:16][CH2:15][C:14]3=[O:23])[CH2:11][CH2:12]2)[CH2:3][CH2:2]1)=[O:28], predict the reactants needed to synthesize it. The reactants are: [NH:1]1[CH2:6][CH2:5][CH:4]([N:7]2[CH2:12][CH2:11][CH:10]([N:13]3[C@@H:22]4[C@H:17]([CH2:18][CH2:19][CH2:20][CH2:21]4)[O:16][CH2:15][C:14]3=[O:23])[CH2:9][CH2:8]2)[CH2:3][CH2:2]1.[CH3:24][C:25]1[CH:33]=[CH:32][CH:31]=[CH:30][C:26]=1[C:27](O)=[O:28].CN(C(ON1N=NC2C=CC=NC1=2)=[N+](C)C)C.F[P-](F)(F)(F)(F)F.C(N(C(C)C)CC)(C)C. (4) Given the product [F:3][C:4]1[CH:5]=[C:6]2[C:11](=[CH:12][CH:13]=1)[N:10]([C@H:14]([CH3:33])[C:15]([N:17]1[CH2:22][CH2:21][N:20]([C:23]3[CH:28]=[CH:27][C:26]([S:29]([NH2:2])(=[O:31])=[O:30])=[CH:25][CH:24]=3)[CH2:19][CH2:18]1)=[O:16])[CH2:9][CH2:8][CH2:7]2, predict the reactants needed to synthesize it. The reactants are: [OH-].[NH4+:2].[F:3][C:4]1[CH:5]=[C:6]2[C:11](=[CH:12][CH:13]=1)[N:10]([C@H:14]([CH3:33])[C:15]([N:17]1[CH2:22][CH2:21][N:20]([C:23]3[CH:28]=[CH:27][C:26]([S:29](Cl)(=[O:31])=[O:30])=[CH:25][CH:24]=3)[CH2:19][CH2:18]1)=[O:16])[CH2:9][CH2:8][CH2:7]2.Cl. (5) Given the product [CH2:1]([NH:17][C@H:12]1[CH2:13][CH2:14][CH2:15][CH2:16][C@@H:11]1[NH2:18])[C:2]1[CH:7]=[CH:6][CH:5]=[CH:4][CH:3]=1, predict the reactants needed to synthesize it. The reactants are: [CH:1](=O)[C:2]1[CH:7]=[CH:6][CH:5]=[CH:4][CH:3]=1.CO.[C@H:11]1([NH2:18])[CH2:16][CH2:15][CH2:14][CH2:13][C@@H:12]1[NH2:17].[BH4-].[Na+]. (6) Given the product [CH2:15]([O:14][C:12]([C:9]1[O:10][C:11]2[C:6]([C:7](=[O:17])[CH:8]=1)=[CH:5][C:4]([O:18][CH3:19])=[CH:3][C:2]=2[N:70]1[CH2:71][CH2:72][CH2:73][N:67]([CH3:66])[CH2:68][CH2:69]1)=[O:13])[CH3:16], predict the reactants needed to synthesize it. The reactants are: Br[C:2]1[CH:3]=[C:4]([O:18][CH3:19])[CH:5]=[C:6]2[C:11]=1[O:10][C:9]([C:12]([O:14][CH2:15][CH3:16])=[O:13])=[CH:8][C:7]2=[O:17].C1(P(C2C=CC=CC=2)C2C=CC3C(=CC=CC=3)C=2C2C3C(=CC=CC=3)C=CC=2P(C2C=CC=CC=2)C2C=CC=CC=2)C=CC=CC=1.[CH3:66][N:67]1[CH2:73][CH2:72][CH2:71][NH:70][CH2:69][CH2:68]1.C(=O)([O-])[O-].[Cs+].[Cs+]. (7) Given the product [CH2:55]1[C:54]2([CH2:57][CH:51]([N:50]([CH2:49][CH2:48][CH2:47][O:1][C:2]3[CH:11]=[C:10]4[C:5]([C:6]([O:12][C:13]5[CH:14]=[CH:15][C:16]([NH:19][C:20]([C:22]6[C:23](=[O:35])[N:24]([C:29]7[CH:30]=[CH:31][CH:32]=[CH:33][CH:34]=7)[N:25]([CH3:28])[C:26]=6[CH3:27])=[O:21])=[N:17][CH:18]=5)=[CH:7][CH:8]=[N:9]4)=[CH:4][CH:3]=3)[C:58]([O:60][C:61]([CH3:63])([CH3:62])[CH3:64])=[O:59])[CH2:52][O:53]2)[CH2:56]1, predict the reactants needed to synthesize it. The reactants are: [OH:1][C:2]1[CH:11]=[C:10]2[C:5]([C:6]([O:12][C:13]3[CH:14]=[CH:15][C:16]([NH:19][C:20]([C:22]4[C:23](=[O:35])[N:24]([C:29]5[CH:34]=[CH:33][CH:32]=[CH:31][CH:30]=5)[N:25]([CH3:28])[C:26]=4[CH3:27])=[O:21])=[N:17][CH:18]=3)=[CH:7][CH:8]=[N:9]2)=[CH:4][CH:3]=1.C(=O)([O-])[O-].[Cs+].[Cs+].CS(O[CH2:47][CH2:48][CH2:49][N:50]([C:58]([O:60][C:61]([CH3:64])([CH3:63])[CH3:62])=[O:59])[CH:51]1[CH2:57][C:54]2([CH2:56][CH2:55]2)[O:53][CH2:52]1)(=O)=O.